This data is from Reaction yield outcomes from USPTO patents with 853,638 reactions. The task is: Predict the reaction yield, written as a fraction of the theoretical maximum amount of product (1.0 means a 100% yield; for example, 0.34 means a 34% yield). (1) The reactants are [CH2:1](Br)[C:2]1[CH:7]=[CH:6][CH:5]=[CH:4][CH:3]=1.C(=O)([O-])[O-].[Cs+].[Cs+].[OH:15][C:16]1[CH:23]=[CH:22][C:21]([Br:24])=[CH:20][C:17]=1[CH:18]=[O:19]. The catalyst is CN(C=O)C.O. The product is [CH2:1]([O:15][C:16]1[CH:23]=[CH:22][C:21]([Br:24])=[CH:20][C:17]=1[CH:18]=[O:19])[C:2]1[CH:7]=[CH:6][CH:5]=[CH:4][CH:3]=1. The yield is 0.920. (2) The reactants are [Cl:1][C:2]1[CH:3]=[C:4]([C:9]2[N:10]=[CH:11][N:12]([CH2:14][CH2:15][N:16]([CH3:18])[CH3:17])[CH:13]=2)[CH:5]=[CH:6][C:7]=1[F:8].C([Li])CCC.[C:24]([O:28][C:29]([N:31]1[CH2:36][CH2:35][C:34](=[O:37])[CH2:33][CH2:32]1)=[O:30])([CH3:27])([CH3:26])[CH3:25]. The catalyst is C1COCC1. The product is [C:24]([O:28][C:29]([N:31]1[CH2:36][CH2:35][C:34]([C:11]2[N:12]([CH2:14][CH2:15][N:16]([CH3:18])[CH3:17])[CH:13]=[C:9]([C:4]3[CH:5]=[CH:6][C:7]([F:8])=[C:2]([Cl:1])[CH:3]=3)[N:10]=2)([OH:37])[CH2:33][CH2:32]1)=[O:30])([CH3:27])([CH3:25])[CH3:26]. The yield is 0.410.